From a dataset of Full USPTO retrosynthesis dataset with 1.9M reactions from patents (1976-2016). Predict the reactants needed to synthesize the given product. (1) Given the product [CH3:21][O:22][C:23](=[O:43])[CH:24]([NH:42][C:17]([C:11]1[CH:10]=[N:9][N:8]([C:5]2[CH:6]=[CH:7][C:2]([F:1])=[CH:3][CH:4]=2)[C:12]=1[C:13]([F:16])([F:14])[F:15])=[O:18])[CH2:25][C:26]1[CH:31]=[CH:30][C:29]([C:32]2[CH:37]=[CH:36][C:35]([C:38]([F:40])([F:39])[F:41])=[CH:34][CH:33]=2)=[CH:28][CH:27]=1, predict the reactants needed to synthesize it. The reactants are: [F:1][C:2]1[CH:7]=[CH:6][C:5]([N:8]2[C:12]([C:13]([F:16])([F:15])[F:14])=[C:11]([C:17](O)=[O:18])[CH:10]=[N:9]2)=[CH:4][CH:3]=1.Cl.[CH3:21][O:22][C:23](=[O:43])[C@@H:24]([NH2:42])[CH2:25][C:26]1[CH:31]=[CH:30][C:29]([C:32]2[CH:37]=[CH:36][C:35]([C:38]([F:41])([F:40])[F:39])=[CH:34][CH:33]=2)=[CH:28][CH:27]=1.CN(C(ON1N=NC2C=CC=CC1=2)=[N+](C)C)C.F[P-](F)(F)(F)(F)F.CCN(C(C)C)C(C)C. (2) Given the product [CH3:9][C:8]([CH3:10])([C:11]1[N:15]=[C:14]([CH3:16])[O:13][N:12]=1)[NH2:7], predict the reactants needed to synthesize it. The reactants are: C(OC(=O)[NH:7][C:8]([C:11]1[N:15]=[C:14]([CH3:16])[O:13][N:12]=1)([CH3:10])[CH3:9])(C)(C)C.O.